This data is from Experimental lipophilicity measurements (octanol/water distribution) for 4,200 compounds from AstraZeneca. The task is: Regression/Classification. Given a drug SMILES string, predict its absorption, distribution, metabolism, or excretion properties. Task type varies by dataset: regression for continuous measurements (e.g., permeability, clearance, half-life) or binary classification for categorical outcomes (e.g., BBB penetration, CYP inhibition). For this dataset (lipophilicity_astrazeneca), we predict Y. (1) The drug is Cn1c(C#N)ccc1-c1ccc2c(c1)C(C)(C)OC(=S)N2. The Y is 3.40 logD. (2) The drug is Nc1ncnc2c1c(COc1cccc(Cl)c1)nn2C1CCOCC1. The Y is 3.17 logD. (3) The molecule is O=C(NC1Cc2ccccc2N(CC(CO)CO)C1=O)c1cc2cc(Cl)ccc2[nH]1. The Y is 3.64 logD.